From a dataset of Full USPTO retrosynthesis dataset with 1.9M reactions from patents (1976-2016). Predict the reactants needed to synthesize the given product. (1) Given the product [CH3:13][C:3]1[C:2]([B:14]2[O:18][C:17]([CH3:20])([CH3:19])[C:16]([CH3:22])([CH3:21])[O:15]2)=[CH:7][CH:6]=[CH:5][C:4]=1[NH:8][S:9]([CH3:12])(=[O:11])=[O:10], predict the reactants needed to synthesize it. The reactants are: Br[C:2]1[C:3]([CH3:13])=[C:4]([NH:8][S:9]([CH3:12])(=[O:11])=[O:10])[CH:5]=[CH:6][CH:7]=1.[B:14]1([B:14]2[O:18][C:17]([CH3:20])([CH3:19])[C:16]([CH3:22])([CH3:21])[O:15]2)[O:18][C:17]([CH3:20])([CH3:19])[C:16]([CH3:22])([CH3:21])[O:15]1.C([O-])(=O)C.[K+].N#N. (2) Given the product [C:35]([N:7]1[CH2:8][C:9]2[C:10]([C:30]3[S:31][CH:32]=[CH:33][CH:34]=3)=[C:11]3[C:20]4[CH:19]=[C:18]([O:21][CH:22]([CH3:23])[CH3:24])[C:17]([O:25][CH3:26])=[CH:16][C:15]=4[CH2:14][CH2:13][N:12]3[C:27]=2[C:28](=[O:29])[N:4]([CH:1]([CH3:2])[CH3:3])[CH2:5][CH2:6]1)(=[O:38])[CH2:36][CH3:37], predict the reactants needed to synthesize it. The reactants are: [CH:1]([N:4]1[C:28](=[O:29])[C:27]2[N:12]3[CH2:13][CH2:14][C:15]4[CH:16]=[C:17]([O:25][CH3:26])[C:18]([O:21][CH:22]([CH3:24])[CH3:23])=[CH:19][C:20]=4[C:11]3=[C:10]([C:30]3[S:31][CH:32]=[CH:33][CH:34]=3)[C:9]=2[CH2:8][NH:7][CH2:6][CH2:5]1)([CH3:3])[CH3:2].[C:35](O[C:35](=[O:38])[CH2:36][CH3:37])(=[O:38])[CH2:36][CH3:37]. (3) Given the product [CH3:9][N:8]([CH2:7][C:4]1[CH:3]=[CH:2][C:1]([C:11]2[CH:12]=[CH:13][CH:14]=[CH:15][CH:16]=2)=[CH:6][C:5]=1[CH:25]=[O:26])[CH3:10], predict the reactants needed to synthesize it. The reactants are: [C:1]1([C:11]2[CH:16]=[CH:15][CH:14]=[CH:13][CH:12]=2)[CH:6]=[CH:5][C:4]([CH2:7][N:8]([CH3:10])[CH3:9])=[CH:3][CH:2]=1.[Li]CCCC.CN([CH:25]=[O:26])C. (4) Given the product [CH:27]1([NH:33][C:3]([C:4]2[CH:10]=[C:11]([C:13]3[CH:18]=[C:17]([F:19])[CH:16]=[CH:15][C:14]=3[O:20][CH3:21])[N:26]([CH2:25][CH:22]3[CH2:24][CH2:23]3)[C:5]=2[CH3:6])=[O:2])[CH2:32][CH2:31][CH2:30][CH2:29][CH2:28]1, predict the reactants needed to synthesize it. The reactants are: C[O:2][C:3](=O)[CH2:4][C:5](=O)[CH3:6].Br[CH2:10][C:11]([C:13]1[CH:18]=[C:17]([F:19])[CH:16]=[CH:15][C:14]=1[O:20][CH3:21])=O.[CH:22]1([CH2:25][NH2:26])[CH2:24][CH2:23]1.[CH:27]1([NH2:33])[CH2:32][CH2:31][CH2:30][CH2:29][CH2:28]1. (5) Given the product [C@H:1]12[O:7][C@@H:4]([CH2:5][CH2:6]1)[CH2:3][C@H:2]2[C:8]([OH:10])=[O:9], predict the reactants needed to synthesize it. The reactants are: [C@H:1]12[O:7][C@H:4]([CH:5]=[CH:6]1)[CH2:3][C@H:2]2[C:8]([OH:10])=[O:9].